From a dataset of Reaction yield outcomes from USPTO patents with 853,638 reactions. Predict the reaction yield, written as a fraction of the theoretical maximum amount of product (1.0 means a 100% yield; for example, 0.34 means a 34% yield). The reactants are [Cl:1][C:2]1[N:3]=[C:4]([N:12]2[CH2:17][CH2:16][O:15][CH2:14][CH2:13]2)[C:5]2[S:10][C:9]([CH3:11])=[N:8][C:6]=2[N:7]=1.[Se](=O)=[O:19]. The catalyst is O1CCOCC1. The product is [Cl:1][C:2]1[N:3]=[C:4]([N:12]2[CH2:17][CH2:16][O:15][CH2:14][CH2:13]2)[C:5]2[S:10][C:9]([CH:11]=[O:19])=[N:8][C:6]=2[N:7]=1. The yield is 0.490.